From a dataset of Retrosynthesis with 50K atom-mapped reactions and 10 reaction types from USPTO. Predict the reactants needed to synthesize the given product. (1) The reactants are: COC(=O)c1ccccc1COc1cc(C)c2nc(C)[nH]c2c1.Clc1cc(-c2ccccc2)ccc1CBr. Given the product COC(=O)c1ccccc1COc1cc(C)c2nc(C)n(Cc3ccc(-c4ccccc4)cc3Cl)c2c1, predict the reactants needed to synthesize it. (2) Given the product CC(C)(CCc1ccc(O)cc1)NCc1ccccc1, predict the reactants needed to synthesize it. The reactants are: CC(C)(CCc1ccc(O)cc1)NC(=O)c1ccccc1. (3) Given the product CCOc1cc(-c2cccs2)cc(C=O)c1O, predict the reactants needed to synthesize it. The reactants are: CCOc1cc(Br)cc(C=O)c1O.OB(O)c1cccs1. (4) Given the product CS(=O)(=O)c1ccc(CNc2cc(F)cc(C#N)c2)cc1, predict the reactants needed to synthesize it. The reactants are: CS(=O)(=O)c1ccc(C=O)cc1.N#Cc1cc(N)cc(F)c1. (5) Given the product COC(=O)c1ccc(Cl)cc1Oc1cccc(C(F)(F)F)c1, predict the reactants needed to synthesize it. The reactants are: CO.O=C(O)c1ccc(Cl)cc1Oc1cccc(C(F)(F)F)c1. (6) Given the product COc1ccc2c(-c3cc(F)cc(F)c3)nc(Nc3cc[nH]n3)cc2c1, predict the reactants needed to synthesize it. The reactants are: COc1ccc2c(Cl)nc(Nc3cc[nH]n3)cc2c1.OB(O)c1cc(F)cc(F)c1.